From a dataset of Reaction yield outcomes from USPTO patents with 853,638 reactions. Predict the reaction yield, written as a fraction of the theoretical maximum amount of product (1.0 means a 100% yield; for example, 0.34 means a 34% yield). The reactants are [NH2:1][C:2]1[C:3]([C:27]#[N:28])=[C:4]([CH:24]=[CH:25][CH:26]=1)[O:5][CH2:6][C:7]([CH3:23])([CH3:22])[CH2:8][NH:9][C:10]([NH:12][CH2:13][C:14]1[CH:19]=[CH:18][C:17]([O:20][CH3:21])=[CH:16][CH:15]=1)=[O:11].[S:29](Cl)(=[O:32])(=[O:31])[NH2:30]. No catalyst specified. The product is [S:29]([NH:1][C:2]1[C:3]([C:27]#[N:28])=[C:4]([CH:24]=[CH:25][CH:26]=1)[O:5][CH2:6][C:7]([CH3:23])([CH3:22])[CH2:8][NH:9][C:10]([NH:12][CH2:13][C:14]1[CH:15]=[CH:16][C:17]([O:20][CH3:21])=[CH:18][CH:19]=1)=[O:11])(=[O:32])(=[O:31])[NH2:30]. The yield is 1.00.